Dataset: Full USPTO retrosynthesis dataset with 1.9M reactions from patents (1976-2016). Task: Predict the reactants needed to synthesize the given product. (1) Given the product [CH3:20][C:21]1[N:26]=[C:25]([C:2]2[C:7]([C:8]3[CH:9]=[CH:10][C:11]4[N:12]([C:14]([C:17]#[N:18])=[CH:15][N:16]=4)[CH:13]=3)=[CH:6][CH:5]=[CH:4][N:3]=2)[CH:24]=[CH:23][CH:22]=1, predict the reactants needed to synthesize it. The reactants are: Cl[C:2]1[C:7]([C:8]2[CH:9]=[CH:10][C:11]3[N:12]([C:14]([C:17]#[N:18])=[CH:15][N:16]=3)[CH:13]=2)=[CH:6][CH:5]=[CH:4][N:3]=1.[Br-].[CH3:20][C:21]1[N:26]=[C:25]([Zn+])[CH:24]=[CH:23][CH:22]=1. (2) The reactants are: Br[C:2]1[CH:3]=[CH:4][C:5]([Cl:8])=[N:6][CH:7]=1.O.[CH3:10][C:11]1(C)C(C)(C)OB(C=C)O1.C(=O)([O-])[O-].[Na+].[Na+]. Given the product [Cl:8][C:5]1[CH:4]=[CH:3][C:2]([CH:10]=[CH2:11])=[CH:7][N:6]=1, predict the reactants needed to synthesize it. (3) Given the product [CH2:5]([NH:7][C:8](=[O:9])[O-:10])[CH3:6].[OH:12][C:13]1[C:14]([Cl:26])=[CH:15][C:16]2[CH:17]([CH3:25])[CH:18]3[CH2:22][NH:21][CH2:20][CH:19]3[C:23]=2[CH:24]=1, predict the reactants needed to synthesize it. The reactants are: B(Br)(Br)Br.[CH2:5]([NH:7][C:8](=[O:10])[O-:9])[CH3:6].C[O:12][C:13]1[C:14]([Cl:26])=[CH:15][C:16]2[CH:17]([CH3:25])[CH:18]3[CH2:22][NH:21][CH2:20][CH:19]3[C:23]=2[CH:24]=1. (4) Given the product [Cl:5][C:6]1[CH:7]=[CH:8][C:9]([CH2:12][CH2:13][C:14]([O:16][CH3:17])=[O:15])=[CH:10][CH:11]=1, predict the reactants needed to synthesize it. The reactants are: O=S(Cl)Cl.[Cl:5][C:6]1[CH:11]=[CH:10][C:9]([CH2:12][CH2:13][C:14]([OH:16])=[O:15])=[CH:8][CH:7]=1.[CH3:17]O. (5) Given the product [Br:11][C:7]1[CH:8]=[CH:9][CH:10]=[C:5]([C:3]([O:13][CH3:12])([O:4][CH3:19])[CH2:2][Br:1])[CH:6]=1, predict the reactants needed to synthesize it. The reactants are: [Br:1][CH2:2][C:3]([C:5]1[CH:10]=[CH:9][CH:8]=[C:7]([Br:11])[CH:6]=1)=[O:4].[CH:12](OC)(OC)[O:13]C.[CH3:19]C1C=CC(S(O)(=O)=O)=CC=1. (6) Given the product [O:4]1[C:12]2[CH:11]=[CH:10][N:9]=[C:8]([N:13]3[CH2:18][CH2:17][N:16]([CH2:19][CH2:20][C@H:21]4[CH2:26][CH2:25][C@H:24]([NH:27][C:38](=[O:39])[C:37]5[CH:36]=[CH:35][C:34]([C:30]6[CH:29]=[N:28][CH:33]=[CH:32][CH:31]=6)=[CH:42][CH:41]=5)[CH2:23][CH2:22]4)[CH2:15][CH2:14]3)[C:7]=2[CH2:6][CH2:5]1, predict the reactants needed to synthesize it. The reactants are: Cl.Cl.Cl.[O:4]1[C:12]2[CH:11]=[CH:10][N:9]=[C:8]([N:13]3[CH2:18][CH2:17][N:16]([CH2:19][CH2:20][C@H:21]4[CH2:26][CH2:25][C@H:24]([NH2:27])[CH2:23][CH2:22]4)[CH2:15][CH2:14]3)[C:7]=2[CH2:6][CH2:5]1.[N:28]1[CH:33]=[CH:32][CH:31]=[C:30]([C:34]2[CH:42]=[CH:41][C:37]([C:38](O)=[O:39])=[CH:36][CH:35]=2)[CH:29]=1. (7) Given the product [C:1]([C:3]1[CH:8]=[CH:7][C:6]([C@@H:9]2[C:14]([C:15]#[N:16])=[C:13]([CH3:17])[N:12]([C:18]3[CH:23]=[CH:22][CH:21]=[C:20]([C:24]([F:27])([F:26])[F:25])[CH:19]=3)[C:11](=[O:28])[N:10]2[S:66]([CH3:65])(=[O:68])=[O:67])=[C:5]([S@:29]([CH3:31])=[O:30])[CH:4]=1)#[N:2], predict the reactants needed to synthesize it. The reactants are: [C:1]([C:3]1[CH:8]=[CH:7][C:6]([C@@H:9]2[C:14]([C:15]#[N:16])=[C:13]([CH3:17])[N:12]([C:18]3[CH:23]=[CH:22][CH:21]=[C:20]([C:24]([F:27])([F:26])[F:25])[CH:19]=3)[C:11](=[O:28])[NH:10]2)=[C:5]([S:29]([CH3:31])=[O:30])[CH:4]=1)#[N:2].C(C1C=CC([C@@H]2C(C#N)=C(C)N(C3C=CC=C(C(F)(F)F)C=3)C(=O)N2)=C([S@](C)=O)C=1)#N.[H-].[Na+].[CH3:65][S:66](Cl)(=[O:68])=[O:67].[Cl-].[NH4+]. (8) Given the product [Cl:6][C:7]1[CH:12]=[CH:11][C:10]([S:13]([CH:16]([C:17]2[CH:22]=[C:21]([F:23])[CH:20]=[CH:19][C:18]=2[F:24])[CH2:34][CH2:33][OH:32])(=[O:15])=[O:14])=[CH:9][CH:8]=1, predict the reactants needed to synthesize it. The reactants are: C([Li])CCC.[Cl:6][C:7]1[CH:12]=[CH:11][C:10]([S:13]([CH2:16][C:17]2[CH:22]=[C:21]([F:23])[CH:20]=[CH:19][C:18]=2[F:24])(=[O:15])=[O:14])=[CH:9][CH:8]=1.C([Si]([O:32][CH2:33][CH2:34]I)(C)C)(C)(C)C. (9) Given the product [Cl:30][C:21]1[C:22]([O:28][CH3:29])=[CH:23][C:24]([O:26][CH3:27])=[CH:25][C:20]=1[C:10]1[C:9](=[O:31])[N:8]([CH2:7][CH2:6][C:5]2[CH:32]=[CH:33][C:2]([NH:1][S:37]([CH:36]=[C:35]([CH3:41])[CH3:34])(=[O:39])=[O:38])=[CH:3][CH:4]=2)[C:13]2[N:14]=[C:15]([NH:18][CH3:19])[N:16]=[CH:17][C:12]=2[CH:11]=1, predict the reactants needed to synthesize it. The reactants are: [NH2:1][C:2]1[CH:33]=[CH:32][C:5]([CH2:6][CH2:7][N:8]2[C:13]3[N:14]=[C:15]([NH:18][CH3:19])[N:16]=[CH:17][C:12]=3[CH:11]=[C:10]([C:20]3[CH:25]=[C:24]([O:26][CH3:27])[CH:23]=[C:22]([O:28][CH3:29])[C:21]=3[Cl:30])[C:9]2=[O:31])=[CH:4][CH:3]=1.[CH3:34][C:35]([CH3:41])=[CH:36][S:37](Cl)(=[O:39])=[O:38].C(OCC)(=O)C.